This data is from Catalyst prediction with 721,799 reactions and 888 catalyst types from USPTO. The task is: Predict which catalyst facilitates the given reaction. (1) Reactant: [O:1]1[CH:5]=[CH:4][CH:3]=[C:2]1[C:6]1[C:11](I)=[CH:10][N:9]=[C:8]([NH2:13])[N:7]=1.[C:14]([O:18][CH3:19])(=[O:17])[CH:15]=[CH2:16].C(=O)([O-])[O-].[Cs+].[Cs+]. Product: [CH3:19][O:18][C:14](=[O:17])/[CH:15]=[CH:16]/[C:11]1[C:6]([C:2]2[O:1][CH:5]=[CH:4][CH:3]=2)=[N:7][C:8]([NH2:13])=[N:9][CH:10]=1. The catalyst class is: 184. (2) The catalyst class is: 55. Product: [CH:25]1([C:23]2[C:22]3[CH:31]=[CH:32][CH:33]=[CH:34][C:21]=3[N:20]([CH2:35][C:36](=[O:41])[C:37]([CH3:40])([CH3:39])[CH3:38])[C:19](=[O:42])[N:18]([CH2:17][C:16]([NH:15][C:11]3[CH:10]=[C:9]([NH:8][CH2:44][C:45]([OH:47])=[O:46])[CH:14]=[CH:13][CH:12]=3)=[O:43])[N:24]=2)[CH2:26][CH2:27][CH2:28][CH2:29][CH2:30]1. Reactant: C(OC([N:8]([CH2:44][C:45]([OH:47])=[O:46])[C:9]1[CH:14]=[CH:13][CH:12]=[C:11]([NH:15][C:16](=[O:43])[CH2:17][N:18]2[N:24]=[C:23]([CH:25]3[CH2:30][CH2:29][CH2:28][CH2:27][CH2:26]3)[C:22]3[CH:31]=[CH:32][CH:33]=[CH:34][C:21]=3[N:20]([CH2:35][C:36](=[O:41])[C:37]([CH3:40])([CH3:39])[CH3:38])[C:19]2=[O:42])[CH:10]=1)=O)(C)(C)C.